Dataset: Catalyst prediction with 721,799 reactions and 888 catalyst types from USPTO. Task: Predict which catalyst facilitates the given reaction. Reactant: [F:1][C:2]([F:20])([F:19])[C:3]1[CH:8]=[CH:7][C:6]([C:9]2[CH:13]=[C:12]([CH2:14][CH2:15][CH2:16][CH2:17][OH:18])[O:11][N:10]=2)=[CH:5][CH:4]=1.O[C:22]1[CH:35]=[CH:34][C:25]([O:26][C:27]([CH3:33])([CH3:32])[C:28]([O:30]C)=[O:29])=[CH:24][CH:23]=1.C1(P(C2C=CC=CC=2)C2C=CC=CC=2)C=CC=CC=1.N(C(OCC)=O)=NC(OCC)=O. Product: [CH3:33][C:27]([O:26][C:25]1[CH:34]=[CH:35][C:22]([O:18][CH2:17][CH2:16][CH2:15][CH2:14][C:12]2[O:11][N:10]=[C:9]([C:6]3[CH:5]=[CH:4][C:3]([C:2]([F:1])([F:19])[F:20])=[CH:8][CH:7]=3)[CH:13]=2)=[CH:23][CH:24]=1)([CH3:32])[C:28]([OH:30])=[O:29]. The catalyst class is: 359.